Dataset: NCI-60 drug combinations with 297,098 pairs across 59 cell lines. Task: Regression. Given two drug SMILES strings and cell line genomic features, predict the synergy score measuring deviation from expected non-interaction effect. (1) Drug 1: CN1CCC(CC1)COC2=C(C=C3C(=C2)N=CN=C3NC4=C(C=C(C=C4)Br)F)OC. Drug 2: C1=NC2=C(N=C(N=C2N1C3C(C(C(O3)CO)O)O)F)N. Cell line: HCT116. Synergy scores: CSS=-8.39, Synergy_ZIP=-3.68, Synergy_Bliss=-12.4, Synergy_Loewe=-13.3, Synergy_HSA=-13.3. (2) Drug 1: CC1=C(C=C(C=C1)C(=O)NC2=CC(=CC(=C2)C(F)(F)F)N3C=C(N=C3)C)NC4=NC=CC(=N4)C5=CN=CC=C5. Drug 2: C1CN(P(=O)(OC1)NCCCl)CCCl. Cell line: BT-549. Synergy scores: CSS=4.04, Synergy_ZIP=0.177, Synergy_Bliss=-0.535, Synergy_Loewe=-2.09, Synergy_HSA=-3.74. (3) Drug 1: CNC(=O)C1=CC=CC=C1SC2=CC3=C(C=C2)C(=NN3)C=CC4=CC=CC=N4. Drug 2: C1C(C(OC1N2C=NC3=C2NC=NCC3O)CO)O. Cell line: SF-295. Synergy scores: CSS=7.73, Synergy_ZIP=-3.04, Synergy_Bliss=-1.00, Synergy_Loewe=-3.57, Synergy_HSA=0.471.